This data is from Experimentally validated miRNA-target interactions with 360,000+ pairs, plus equal number of negative samples. The task is: Binary Classification. Given a miRNA mature sequence and a target amino acid sequence, predict their likelihood of interaction. (1) The miRNA is mmu-miR-546 with sequence AUGGUGGCACGGAGUC. Result: 0 (no interaction). The protein sequence of the target gene is MAELQEVQITEEKPLLPGQTPETAKEAELAARILLDQGQTHSVETPYGSVTFTVYGTPKPKRPAIFTYHDVGLNYKSCFQPLFRFGDMQEIIQNFVRVHVDAPGMEEGAPVFPLGYQYPSLDQLADMIPCILQYLNFSTIIGVGVGAGAYILSRYALNHPDTVEGLVLINIDPNAKGWMDWAAHKLTGLTSSIPDMILGHLFSQEELSGNSELIQKYRGIIQHAPNLENIELYWNSYNNRRDLNFERGGETTLKCPVMLVVGDQAPHEDAVVECNSKLDPTQTSFLKMADSGGQPQLTQP.... (2) The miRNA is hsa-miR-199b-3p with sequence ACAGUAGUCUGCACAUUGGUUA. The protein sequence of the target gene is MENHLGENHRRCTLQKRNVTRELKKGKHTMYALKRVKKIYIRVHEITQIDNQTYQCLEREQNFCENLARMCERTYTEEKPYRCDMCEKTFIQSSDLISHQRIHNYEKPYKCSKCEKSFWHHLALSGHQRTHAGKKFYTCDICGKNFGQSSDLLVHQRSHTGEKPYLCNECDKCFSRSTNLIRHRRTHTGEKPFKCLECEKAFSGKSDLISHQRTHTGERPYKCNKCEKSYRHRSAFIVHKRVHTGEKPYKCGACEKCFGQKSDLIVHQRVHTGEKPYKCLECMRSFTRSANLIRHQATHT.... Result: 0 (no interaction). (3) The miRNA is hsa-miR-93-5p with sequence CAAAGUGCUGUUCGUGCAGGUAG. The protein sequence of the target gene is MQRMIQQFAAEYTSKTSSTQDPSQPNSTKNQSLPKASPVTTSPTAATTQNPVLSKLLMADQDSPLDLTVRKSQSEPSEQDGVLDLSTKKSPCASSTSLSHSPGCSSTQGNGRPGRPSQYRPDGLRSGDGVPPRSLQDGTREGFGHSTSLKVPLARSLQISEELLSRNQLSTAASLGPSGLQNHGQHLILSREASWAKPHYEFSLSRMKFRGNGALSNISDLPFLAENSAFPKMAHQTKQDGKRDMSHSSPVDLKIPQVRGMDLSWESRTGDQYSYSSLVMGSQTESALSKKLRAILPKQN.... Result: 0 (no interaction). (4) The miRNA is hsa-miR-548ab with sequence AAAAGUAAUUGUGGAUUUUGCU. The protein sequence of the target gene is MPKRKAEGDAKGDKAKVKDEPQRRSARLSAKPAPPKPEPKPKKAPAKKGEKVPKGKKGKADAGKEGNNPAENGDAKTDQAQKAEGAGDAK. Result: 1 (interaction). (5) The miRNA is hsa-miR-92a-3p with sequence UAUUGCACUUGUCCCGGCCUGU. The protein sequence of the target gene is MPIPPPPPPPPGPPPPPTFHQANTEQPKLSRDEQRGRGALLQDICKGTKLKKVTNINDRSAPILEKPKGSSGGYGSGGAALQPKGGLFQGGVLKLRPVGAKDGSENLAGKPALQIPSSRAAAPRPPVSAASGRPQDDTDSSRASLPELPRMQRPSLPDLSRPNTTSSTGMKHSSSAPPPPPPGRRANAPPTPLPMHSSKAPAYNREKPLPPTPGQRLHPGREGPPAPPPVKPPPSPVNIRTGPSGQSLAPPPPPYRQPPGVPNGPSSPTNESAPELPQRHNSLHRKTPGPVRGLAPPPPT.... Result: 1 (interaction). (6) The protein sequence of the target gene is MDRSAEFGRWKAQSLSKADLSRKGSVDEDAVEVVELLNSREEFFTTSSCAGRILLLDGSTEGSGVQKQHCCWLLVTHKPCARDDVMAALKGATSEAVLKFEPFILHVQCRTLQDAQTLHSVAIDSGFRNSGITVGKRGKTMLAVRGTHGLEVPLTHKGKLMVTEEYIEFLLTIANQKMEENKRRIGRFYNYLQHALKRETISNSHSKIKERNNPLCTHKNRRSQGKAQGPSTTEDNGRELEDGDGLEISAALFLGDD. The miRNA is hsa-miR-3671 with sequence AUCAAAUAAGGACUAGUCUGCA. Result: 0 (no interaction). (7) The miRNA is hsa-miR-588 with sequence UUGGCCACAAUGGGUUAGAAC. The protein sequence of the target gene is MADGPRCKRRKQANPRRNNVTNYNTVVEANSDSDDEDKLHIVEEESVTDAADCEGGVPDDELPTDQTVLPGGSDRAGSAKNCWQDDVKDDECDSDAENEQNHDPNVEEFLQQQDTAVIYPEAPEEDQRQGTPEASGHDDNGTPDAFSQLLTCPYCDRGYKRFTSLKEHIKYRHEKNEDNFSCSLCSYTFAYRTQLERHMTSHKSGREQRHVTQSGGNRKFKCTECGKAFKYKHHLKEHLRIHSGEKPYECPNCKKRFSHSGSYSSHISSKKCISLMPVNGRPRSGLKTSQCSSPSLSTSP.... Result: 0 (no interaction). (8) The miRNA is cel-miR-57-5p with sequence UACCCUGUAGAUCGAGCUGUGUGU. The protein sequence of the target gene is MFAAIQPGLAEGAQYPGSLPPGVCQPDLQPDNNSNFVESAKDANKNWHGVPGKVDPILIRSSSESPSDNQVFQATRLPEAGVRSPPEGAEIPGAEPEKLSGASSVCSPLEDIGYASSSLSIDSFSSSPEPVCDTPRGPSPLDPLLPSVAQAVQQLQAQERYKEQEKEKHHAHLVMYRRLALLQWIRALQHQLVDQQARLQESFDTILDNRKELIRCLQQREAPCRHQDQG. Result: 0 (no interaction). (9) The miRNA is rno-miR-200b-5p with sequence CAUCUUACUGGGCAGCAUUGGA. The protein sequence of the target gene is MSDEFSLADALPEQSSAKPPAVTNTKAGHSSQGWPGSSPWSNPSAPPAMPSGLPPSSAAPSTVPFGPVPTGMYPSMPPTGPPPGPPGPFPPPGPSCPPPGVPYPAPAVPGPGPTGPYATPNMPMPELPRPYGAPTDPAAAGSLGPWGPMSSGPWAPGIAGQHPNMPYRSPGPYPTVPPPVSGAPPVPWGTVPPGAWGPAAPYPGPAGSYPTPAPHPALNNPYQVPSGPAGAPPMPGGPHSYH. Result: 0 (no interaction). (10) The miRNA is hsa-miR-197-3p with sequence UUCACCACCUUCUCCACCCAGC. The protein sequence of the target gene is MSPRRTLPRPLSLCLSLCLCLCLAAALGSAQSGSCRDKKNCKVVFSQQELRKRLTPLQYHVTQEKGTESAFEGEYTHHKDPGIYKCVVCGTPLFKSETKFDSGSGWPSFHDVINSEAITFTDDFSYGMHRVETSCSQCGAHLGHIFDDGPRPTGKRYCINSAALSFTPADSSGTAEGGSGVASPAQADKAEL. Result: 1 (interaction).